Dataset: Catalyst prediction with 721,799 reactions and 888 catalyst types from USPTO. Task: Predict which catalyst facilitates the given reaction. (1) Reactant: [Br:1][C:2]1[S:3][C:4]([CH:8]=[O:9])=[C:5]([Br:7])[N:6]=1.[CH:10]1([Mg]Cl)[CH2:15][CH2:14][CH2:13][CH2:12][CH2:11]1. Product: [CH:10]1([CH:8]([C:4]2[S:3][C:2]([Br:1])=[N:6][C:5]=2[Br:7])[OH:9])[CH2:15][CH2:14][CH2:13][CH2:12][CH2:11]1. The catalyst class is: 1. (2) Reactant: [CH3:1][Mg]Br.[CH3:4][C:5]([CH3:36])([CH2:34][CH3:35])[CH2:6][C:7]1[N:8]=[C:9]([CH:18]([OH:33])[C:19](=[O:32])[C:20]2[CH:25]=[CH:24][C:23]([C:26]3[CH:31]=[CH:30][CH:29]=[CH:28][N:27]=3)=[CH:22][CH:21]=2)[N:10]([S:12]([N:15]([CH3:17])[CH3:16])(=[O:14])=[O:13])[CH:11]=1. Product: [OH:33][CH:18]([C:9]1[N:10]([S:12]([N:15]([CH3:17])[CH3:16])(=[O:14])=[O:13])[CH:11]=[C:7]([CH2:6][C:5]([CH3:36])([CH3:4])[CH2:34][CH3:35])[N:8]=1)[C:19]([OH:32])([C:20]1[CH:25]=[CH:24][C:23]([C:26]2[CH:31]=[CH:30][CH:29]=[CH:28][N:27]=2)=[CH:22][CH:21]=1)[CH3:1]. The catalyst class is: 7. (3) Reactant: [F:1][C:2]1[CH:7]=[CH:6][C:5]([S:8]([C:11]2[CH:21]=[C:20]([I:22])[C:14]3[CH2:15][CH2:16][NH:17][CH2:18][CH2:19][C:13]=3[CH:12]=2)(=[O:10])=[O:9])=[CH:4][CH:3]=1.[C:23](O[BH-](OC(=O)C)OC(=O)C)(=O)C.[Na+].C=O.O. Product: [CH3:23][N:17]1[CH2:16][CH2:15][C:14]2[C:20]([I:22])=[CH:21][C:11]([S:8]([C:5]3[CH:6]=[CH:7][C:2]([F:1])=[CH:3][CH:4]=3)(=[O:9])=[O:10])=[CH:12][C:13]=2[CH2:19][CH2:18]1. The catalyst class is: 4. (4) Reactant: [Cl:1][C:2]1[CH:7]=[C:6]2[NH:8][C:9](=[O:31])[C:10]3([CH:15]([C:16]4[CH:21]=[CH:20][CH:19]=[C:18]([Cl:22])[CH:17]=4)[CH2:14][C:13](=[O:23])[N:12]([CH2:24][C:25](F)=[O:26])[CH:11]3[C:28]([CH3:30])=[CH2:29])[C:5]2=[CH:4][CH:3]=1.[CH3:32][S:33]([N:36]1[CH2:41][CH2:40][CH:39]([NH2:42])[CH2:38][CH2:37]1)(=[O:35])=[O:34].CN1CCOCC1. Product: [Cl:1][C:2]1[CH:7]=[C:6]2[NH:8][C:9](=[O:31])[C:10]3([CH:15]([C:16]4[CH:21]=[CH:20][CH:19]=[C:18]([Cl:22])[CH:17]=4)[CH2:14][C:13](=[O:23])[N:12]([CH2:24][C:25]([NH:42][CH:39]4[CH2:40][CH2:41][N:36]([S:33]([CH3:32])(=[O:35])=[O:34])[CH2:37][CH2:38]4)=[O:26])[CH:11]3[C:28]([CH3:30])=[CH2:29])[C:5]2=[CH:4][CH:3]=1. The catalyst class is: 367. (5) Reactant: [CH3:1][C@:2]12[C:9]([CH3:11])([CH3:10])[CH:6]([CH2:7][CH2:8]1)[C:5](=[O:12])[CH2:4][C:3]2=[O:13].C(N(CC)CC)C.[Cl:21][C:22]1[CH:27]=[CH:26][C:25]([N:28]=[C:29]=[O:30])=[CH:24][C:23]=1[C:31]([F:34])([F:33])[F:32].Cl. Product: [Cl:21][C:22]1[CH:27]=[CH:26][C:25]([NH:28][C:29]([CH:4]2[C:5](=[O:12])[CH:6]3[C:9]([CH3:10])([CH3:11])[C@@:2]([CH3:1])([CH2:8][CH2:7]3)[C:3]2=[O:13])=[O:30])=[CH:24][C:23]=1[C:31]([F:32])([F:33])[F:34]. The catalyst class is: 119.